Dataset: Reaction yield outcomes from USPTO patents with 853,638 reactions. Task: Predict the reaction yield, written as a fraction of the theoretical maximum amount of product (1.0 means a 100% yield; for example, 0.34 means a 34% yield). (1) The reactants are [CH2:1]([O:3][C:4](=[O:23])[CH2:5][N:6]1[CH:14]=[N:13][C:12]2[C:7]1=[N:8][C:9](Cl)=[N:10][C:11]=2[C:15]1[CH:20]=[CH:19][CH:18]=[C:17]([OH:21])[CH:16]=1)[CH3:2].[NH:24]1[CH2:29][CH2:28][O:27][CH2:26][CH2:25]1. The catalyst is CC(N(C)C)=O. The product is [CH2:1]([O:3][C:4](=[O:23])[CH2:5][N:6]1[CH:14]=[N:13][C:12]2[C:7]1=[N:8][C:9]([N:24]1[CH2:29][CH2:28][O:27][CH2:26][CH2:25]1)=[N:10][C:11]=2[C:15]1[CH:20]=[CH:19][CH:18]=[C:17]([OH:21])[CH:16]=1)[CH3:2]. The yield is 0.800. (2) The reactants are C(=O)([O-])[O-].[Cs+].[Cs+].Cl.[NH:8]1[CH2:13][CH2:12][C:11](=[O:14])[CH2:10][CH2:9]1.Cl[C:16]1[CH:21]=[C:20]([CH3:22])[CH:19]=[C:18]([CH3:23])[N:17]=1.C1(C2C3C(=CC=CC=3)C=CC=2P(C2C=CC=CC=2)C2C=CC=CC=2)C2C(=CC=CC=2)C=CC=1P(C1C=CC=CC=1)C1C=CC=CC=1. The catalyst is C1(C)C=CC=CC=1.O1CCCC1.O.C([O-])(=O)C.[Pd+2].C([O-])(=O)C. The product is [CH3:22][C:20]1[CH:19]=[C:18]([CH3:23])[N:17]=[C:16]([N:8]2[CH2:13][CH2:12][C:11](=[O:14])[CH2:10][CH2:9]2)[CH:21]=1. The yield is 0.0800. (3) The reactants are Br[C:2]1[C:7]([C:8]([F:11])([F:10])[F:9])=[CH:6][C:5]([NH:12][C:13]2[N:17]=[C:16]([NH2:18])[NH:15][N:14]=2)=[CH:4][C:3]=1[Cl:19].CN1C(C)(C)CC(SC2C=CC(B3OC(C)(C)C(C)(C)O3)=CC=2)CC1(C)C.[OH:47][CH:48]1[CH2:51][CH:50]([NH:52][S:53]([C:56]2[CH:61]=[CH:60][C:59](B3OC(C)(C)C(C)(C)O3)=[CH:58][CH:57]=2)(=[O:55])=[O:54])[CH2:49]1.C([O-])([O-])=O.[K+].[K+]. The catalyst is COCCOC.O1CCOCC1.C1C=CC([P]([Pd]([P](C2C=CC=CC=2)(C2C=CC=CC=2)C2C=CC=CC=2)([P](C2C=CC=CC=2)(C2C=CC=CC=2)C2C=CC=CC=2)[P](C2C=CC=CC=2)(C2C=CC=CC=2)C2C=CC=CC=2)(C2C=CC=CC=2)C2C=CC=CC=2)=CC=1. The product is [NH2:18][C:16]1[NH:15][N:14]=[C:13]([NH:12][C:5]2[CH:6]=[C:7]([C:8]([F:11])([F:10])[F:9])[C:2]([C:59]3[CH:60]=[CH:61][C:56]([S:53]([NH:52][CH:50]4[CH2:49][CH:48]([OH:47])[CH2:51]4)(=[O:55])=[O:54])=[CH:57][CH:58]=3)=[C:3]([Cl:19])[CH:4]=2)[N:17]=1. The yield is 0.190. (4) The reactants are [NH2:1][C:2]1[N:7]([C:8]2[CH:13]=[CH:12][C:11]([CH2:14][CH2:15][NH:16][C:17]([CH3:31])([C:19]([O:21][CH:22]3[CH2:30]C4C(=CC=CC=4)[CH2:23]3)=[O:20])[CH3:18])=[CH:10][CH:9]=2)[C:6](=[O:32])[CH:5]=[CH:4][C:3]=1[C:33](=[O:42])[C:34]1[CH:39]=[CH:38][C:37]([F:40])=[CH:36][C:35]=1[F:41].[CH3:43]C(C(OC(C)(C)C)=O)(C)N.[BH-](OC(C)=O)(OC(C)=O)OC(C)=O.[Na+]. The catalyst is C1COCC1.CCOC(C)=O. The product is [NH2:1][C:2]1[N:7]([C:8]2[CH:13]=[CH:12][C:11]([CH2:14][CH2:15][NH:16][C:17]([CH3:31])([C:19]([O:21][C:22]([CH3:30])([CH3:23])[CH3:43])=[O:20])[CH3:18])=[CH:10][CH:9]=2)[C:6](=[O:32])[CH:5]=[CH:4][C:3]=1[C:33](=[O:42])[C:34]1[CH:39]=[CH:38][C:37]([F:40])=[CH:36][C:35]=1[F:41]. The yield is 0.480. (5) The reactants are [C:1]1([CH:7]2[C:16]3[C:11]4=[C:12]([CH:18]([C:21]5[CH:26]=[CH:25][CH:24]=[CH:23][CH:22]=5)[CH2:19][CH2:20][N:10]4[CH2:9][CH2:8]2)[CH:13]=[C:14]([NH2:17])[CH:15]=3)[CH:6]=[CH:5][CH:4]=[CH:3][CH:2]=1.[CH2:27]([N:30]=[C:31]=[S:32])[CH2:28][CH3:29]. The catalyst is ClCCl. The product is [C:21]1([CH:18]2[C:12]3[C:11]4=[C:16]([CH:7]([C:1]5[CH:2]=[CH:3][CH:4]=[CH:5][CH:6]=5)[CH2:8][CH2:9][N:10]4[CH2:20][CH2:19]2)[CH:15]=[C:14]([NH:17][C:31]([NH:30][CH2:27][CH2:28][CH3:29])=[S:32])[CH:13]=3)[CH:26]=[CH:25][CH:24]=[CH:23][CH:22]=1. The yield is 0.490. (6) The reactants are [Br:1][C:2]1[CH:3]=[C:4]([C:12](=[O:14])[CH3:13])[CH:5]=[C:6]([C:8]([CH3:11])([CH3:10])[CH3:9])[CH:7]=1.[CH3:15][Mg]Br.Cl. The catalyst is C(OCC)C. The product is [Br:1][C:2]1[CH:3]=[C:4]([C:12]([OH:14])([CH3:15])[CH3:13])[CH:5]=[C:6]([C:8]([CH3:10])([CH3:9])[CH3:11])[CH:7]=1. The yield is 0.960. (7) The reactants are [Br:1][C:2]1[CH:3]=[C:4]2[C:8](=[CH:9][CH:10]=1)[NH:7][CH:6]=[C:5]2[CH:11]([NH:16][C:17]([C:19]1[C:27]2[C:22](=[CH:23][CH:24]=[C:25]([Br:28])[CH:26]=2)[NH:21][CH:20]=1)=[O:18])[C:12](OC)=[O:13].[C:29](=[O:32])([O-])[O-].[K+].[K+].[NH2:35][CH2:36][CH2:37][CH2:38]CO.C(#N)C. The catalyst is C(OCC)(=O)C. The product is [Br:28][C:25]1[CH:26]=[C:27]2[C:22](=[CH:23][CH:24]=1)[NH:21][CH:20]=[C:19]2[C:17]([NH:16][CH:11]([C:5]1[C:4]2[C:8](=[CH:9][CH:10]=[C:2]([Br:1])[CH:3]=2)[NH:7][CH:6]=1)[C:12]([NH:35][CH2:36][CH2:37][CH2:38][CH2:29][OH:32])=[O:13])=[O:18]. The yield is 0.660. (8) The reactants are C(=O)([O-])[O-].[K+].[K+].[Br:7][C:8]1[CH:27]=[CH:26][C:11]([NH:12][C:13]2[C:22]3[C:17](=[CH:18][C:19]([OH:25])=[C:20]([O:23][CH3:24])[CH:21]=3)[N:16]=[CH:15][N:14]=2)=[C:10]([F:28])[CH:9]=1.[C:29]([O:33][C:34]([N:36]1[CH2:41][CH2:40][CH:39]([CH2:42]OS(C2C=CC(C)=CC=2)(=O)=O)[CH2:38][CH2:37]1)=[O:35])([CH3:32])([CH3:31])[CH3:30].O. The catalyst is CN(C=O)C. The product is [Br:7][C:8]1[CH:27]=[CH:26][C:11]([NH:12][C:13]2[C:22]3[C:17](=[CH:18][C:19]([O:25][CH2:42][CH:39]4[CH2:40][CH2:41][N:36]([C:34]([O:33][C:29]([CH3:30])([CH3:32])[CH3:31])=[O:35])[CH2:37][CH2:38]4)=[C:20]([O:23][CH3:24])[CH:21]=3)[N:16]=[CH:15][N:14]=2)=[C:10]([F:28])[CH:9]=1. The yield is 0.790.